Task: Predict the reaction yield, written as a fraction of the theoretical maximum amount of product (1.0 means a 100% yield; for example, 0.34 means a 34% yield).. Dataset: Reaction yield outcomes from USPTO patents with 853,638 reactions (1) The reactants are [CH3:1][CH:2]([NH:7][C:8]1[CH:13]=[CH:12][C:11]([NH:14][CH:15]([CH3:20])[CH2:16][CH:17]([CH3:19])[CH3:18])=[CH:10][CH:9]=1)[CH2:3][CH:4]([CH3:6])[CH3:5].[CH2:21]([CH:23]([CH2:26][CH2:27][CH2:28][CH3:29])[CH:24]=O)[CH3:22].[Na].C(=O)([O-])[O-].[Na+].[Na+]. The catalyst is ClCCl.O. The product is [CH3:20][CH:15]([N:14]([CH2:24][CH:23]([CH2:21][CH3:22])[CH2:26][CH2:27][CH2:28][CH3:29])[C:11]1[CH:12]=[CH:13][C:8]([N:7]([CH:2]([CH3:1])[CH2:3][CH:4]([CH3:5])[CH3:6])[CH2:24][CH:23]([CH2:21][CH3:22])[CH2:26][CH2:27][CH2:28][CH3:29])=[CH:9][CH:10]=1)[CH2:16][CH:17]([CH3:19])[CH3:18]. The yield is 0.930. (2) The reactants are C(OC([N:8]1[CH2:14][CH2:13][C:12]2[C:15]([CH2:20][S:21][C:22]3[S:23][CH2:24][CH2:25][N:26]=3)=[C:16]([Cl:19])[CH:17]=[CH:18][C:11]=2[CH2:10][CH2:9]1)=O)(C)(C)C.FC(F)(F)C(O)=O. The catalyst is C(Cl)Cl. The product is [Cl:19][C:16]1[CH:17]=[CH:18][C:11]2[CH2:10][CH2:9][NH:8][CH2:14][CH2:13][C:12]=2[C:15]=1[CH2:20][S:21][C:22]1[S:23][CH2:24][CH2:25][N:26]=1. The yield is 1.00. (3) The reactants are [CH2:1]([O:3][C:4](=[O:17])[C:5]([C:8]1[CH:13]=[CH:12][C:11]([CH2:14][CH2:15][OH:16])=[CH:10][CH:9]=1)([CH3:7])[CH3:6])[CH3:2].C(N(CC)CC)C.[CH3:25][S:26](Cl)(=[O:28])=[O:27].ClCCl. The catalyst is O. The product is [CH2:1]([O:3][C:4](=[O:17])[C:5]([C:8]1[CH:9]=[CH:10][C:11]([CH2:14][CH2:15][O:16][S:26]([CH3:25])(=[O:28])=[O:27])=[CH:12][CH:13]=1)([CH3:7])[CH3:6])[CH3:2]. The yield is 1.00. (4) The reactants are [O:1]([C:8]1[C:13]([C:14]([F:17])([F:16])[F:15])=[CH:12][CH:11]=[CH:10][C:9]=1[OH:18])[C:2]1[CH:7]=[CH:6][CH:5]=[CH:4][CH:3]=1.C[O:20][C:21](=[O:40])[CH2:22][CH2:23][C:24]1[CH:29]=[CH:28][C:27]([O:30][C:31]2[CH:36]=[C:35]([CH3:37])[CH:34]=[C:33](Br)[CH:32]=2)=[CH:26][C:25]=1[CH3:39]. No catalyst specified. The product is [CH3:39][C:25]1[CH:26]=[C:27]([O:30][C:31]2[CH:32]=[C:33]([O:18][C:9]3[CH:10]=[CH:11][CH:12]=[C:13]([C:14]([F:15])([F:16])[F:17])[C:8]=3[O:1][C:2]3[CH:7]=[CH:6][CH:5]=[CH:4][CH:3]=3)[CH:34]=[C:35]([CH3:37])[CH:36]=2)[CH:28]=[CH:29][C:24]=1[CH2:23][CH2:22][C:21]([OH:40])=[O:20]. The yield is 0.170. (5) The reactants are Br[C:2]1[N:7]=[CH:6][CH:5]=[CH:4][N:3]=1.[CH3:8][O:9][C:10]1[CH:15]=[C:14]([N+:16]([O-:18])=[O:17])[CH:13]=[CH:12][C:11]=1[OH:19].C([O-])([O-])=O.[Cs+].[Cs+]. The catalyst is CN(C=O)C. The product is [CH3:8][O:9][C:10]1[CH:15]=[C:14]([N+:16]([O-:18])=[O:17])[CH:13]=[CH:12][C:11]=1[O:19][C:2]1[N:7]=[CH:6][CH:5]=[CH:4][N:3]=1. The yield is 0.780. (6) The reactants are [CH2:1]([C:3]1[CH:4]=[C:5]([C:11]2[CH:16]=[CH:15][C:14]([C:17]3[O:21][N:20]=[CH:19][CH:18]=3)=[CH:13][CH:12]=2)[CH:6]=[CH:7][C:8]=1[O:9]C)[CH3:2].C(=O)=O.CC(C)=O.B(Br)(Br)Br. The catalyst is C(Cl)Cl. The product is [CH2:1]([C:3]1[CH:4]=[C:5]([C:11]2[CH:16]=[CH:15][C:14]([C:17]3[O:21][N:20]=[CH:19][CH:18]=3)=[CH:13][CH:12]=2)[CH:6]=[CH:7][C:8]=1[OH:9])[CH3:2]. The yield is 0.940.